From a dataset of CYP2C9 inhibition data for predicting drug metabolism from PubChem BioAssay. Regression/Classification. Given a drug SMILES string, predict its absorption, distribution, metabolism, or excretion properties. Task type varies by dataset: regression for continuous measurements (e.g., permeability, clearance, half-life) or binary classification for categorical outcomes (e.g., BBB penetration, CYP inhibition). Dataset: cyp2c9_veith. (1) The drug is Cc1cn([C@@H]2C[C@H](N=[N+]=N)[C@H](CO)O2)c(=O)[nH]c1=O. The result is 0 (non-inhibitor). (2) The compound is Cc1cc(C(=O)O)ccc1[C@H](N)C(=O)O. The result is 0 (non-inhibitor). (3) The compound is Cc1ccc(S(=O)(=O)NC(=O)NN2C[C@H]3CCC[C@@H]3C2)cc1. The result is 0 (non-inhibitor). (4) The molecule is COC(=O)[C@@]1(Cc2ccc(OC)cc2)[C@H]2c3cc(C(=O)N(C)C)n(Cc4ccc(Cl)c(C(F)(F)F)c4)c3C[C@H]2CN1C(=O)c1ccccc1. The result is 1 (inhibitor). (5) The compound is CN(C)c1nccc(N(Cc2ccccc2)Cc2ccccc2)c1C#N. The result is 1 (inhibitor). (6) The drug is Cl.Fc1ccc(COc2ccc(Br)cc2CNCc2ccncc2)cc1. The result is 1 (inhibitor). (7) The molecule is Cn1c(=O)c2[nH]c(CCS)nc2n(C)c1=O. The result is 0 (non-inhibitor).